This data is from Experimentally validated miRNA-target interactions with 360,000+ pairs, plus equal number of negative samples. The task is: Binary Classification. Given a miRNA mature sequence and a target amino acid sequence, predict their likelihood of interaction. (1) The miRNA is hsa-miR-887-5p with sequence CUUGGGAGCCCUGUUAGACUC. The protein sequence of the target gene is MAERRAFAQKISRTVAAEVRKQISGQYSGSPQLLKNLNIVGNISHHTTVPLTEAVDPVDLEDYLITHPLAVDSGPLRDLIEFPPDDIEVVYSPRDCRTLVSAVPEESEMDPHVRDCIRSYTEDWAIVIRKYHKLGTGFNPNTLDKQKERQKGLPKQVFESDEAPDGNSYQDDQDDLKRRSMSIDDTPRGSWACSIFDLKNSLPDALLPNLLDRTPNEEIDRQNDDQRKSNRHKELFALHPSPDEEEPIERLSVPDIPKEHFGQRLLVKCLSLKFEIEIEPIFASLALYDVKEKKKISENF.... Result: 1 (interaction). (2) The miRNA is hsa-miR-6810-5p with sequence AUGGGGACAGGGAUCAGCAUGGC. The protein sequence of the target gene is MDSDDEVVEEAVEGHLDDDGLPHGFCTVTYSSTDRFEGNFVHGEKNGRGKFFFFDGSTLEGYYVDDALQGQGVYTYEDGGVLQGTYVDGELNGPAQEYDSDGRLIFKGQYKDNNRHGVCWIHYPDGGSLVGEVNEDGEMTGEKIAYVYPDQRTALYGKFIDGEMLEGKLATLMATEEGRPHFEVTSGSSVYHFDKSTSSCISSDALLPDPYESERVYVADSLISSAGEGLFSKVAVGPNTVMSFYNGVRITHQEVDSRDWALNGNTLSLDEETVIDVPEPYNHVSKYCASLGHKANHSFT.... Result: 0 (no interaction).